This data is from Full USPTO retrosynthesis dataset with 1.9M reactions from patents (1976-2016). The task is: Predict the reactants needed to synthesize the given product. (1) Given the product [F:28][C:20]1([F:27])[C@H:21]([OH:26])[C@@H:22]([CH2:24][OH:25])[O:23][C@H:19]1[N:13]1[CH:12]=[CH:11][C:17]([NH:18][C:2]([O:4][CH2:5][CH2:6][CH2:7][CH2:8][CH2:9][CH3:10])=[O:3])=[N:16][C:14]1=[O:15], predict the reactants needed to synthesize it. The reactants are: Cl[C:2]([O:4][CH2:5][CH2:6][CH2:7][CH2:8][CH2:9][CH3:10])=[O:3].[CH:11]1[C:17]([NH2:18])=[N:16][C:14](=[O:15])[N:13]([C@@H:19]2[O:23][C@H:22]([CH2:24][OH:25])[C@@H:21]([OH:26])[C:20]2([F:28])[F:27])[CH:12]=1.Cl. (2) Given the product [Si:18]([O:1][C:2]1[CH:9]=[CH:8][CH:7]=[CH:6][C:3]=1[CH:4]=[O:5])([C:21]([CH3:24])([CH3:23])[CH3:22])([CH3:20])[CH3:19], predict the reactants needed to synthesize it. The reactants are: [OH:1][C:2]1[CH:9]=[CH:8][CH:7]=[CH:6][C:3]=1[CH:4]=[O:5].C(Cl)Cl.N1C=CN=C1.[Si:18](Cl)([C:21]([CH3:24])([CH3:23])[CH3:22])([CH3:20])[CH3:19].